From a dataset of Full USPTO retrosynthesis dataset with 1.9M reactions from patents (1976-2016). Predict the reactants needed to synthesize the given product. (1) The reactants are: [CH3:1][C:2]1[CH:7]=[C:6]([CH3:8])[CH:5]=[CH:4][C:3]=1[C:9]1[S:13][N:12]=[C:11]([C:14]([F:17])([F:16])[F:15])[C:10]=1[CH2:18][OH:19].O[C:21]1[CH:26]=[CH:25][C:24]([CH2:27][CH2:28][C:29]([O:31][CH2:32][CH3:33])=[O:30])=[C:23]([CH3:34])[C:22]=1[CH3:35].C1CCN(C(N=NC(N2CCCCC2)=O)=O)CC1.P(CCCC)(CCCC)CCCC. Given the product [CH3:1][C:2]1[CH:7]=[C:6]([CH3:8])[CH:5]=[CH:4][C:3]=1[C:9]1[S:13][N:12]=[C:11]([C:14]([F:17])([F:16])[F:15])[C:10]=1[CH2:18][O:19][C:21]1[CH:26]=[CH:25][C:24]([CH2:27][CH2:28][C:29]([O:31][CH2:32][CH3:33])=[O:30])=[C:23]([CH3:34])[C:22]=1[CH3:35], predict the reactants needed to synthesize it. (2) Given the product [N+:1]([C:4]1[CH:5]=[C:6]2[C:10](=[CH:11][CH:12]=1)[N:9]([CH2:20][C:21]([CH3:25])([CH3:24])[C:22]#[N:23])[C:8](=[O:13])[C:7]12[O:18][CH2:17][CH2:16][CH2:15][O:14]1)([O-:3])=[O:2], predict the reactants needed to synthesize it. The reactants are: [N+:1]([C:4]1[CH:5]=[C:6]2[C:10](=[CH:11][CH:12]=1)[NH:9][C:8](=[O:13])[C:7]12[O:18][CH2:17][CH2:16][CH2:15][O:14]1)([O-:3])=[O:2].Cl[CH2:20][C:21]([CH3:25])([CH3:24])[C:22]#[N:23]. (3) Given the product [O:9]1[CH2:14][CH2:13][CH2:12][CH2:11][CH:10]1[O:1][CH2:2][C@H:3]1[NH:7][C:6](=[O:8])[CH2:5][CH2:4]1, predict the reactants needed to synthesize it. The reactants are: [OH:1][CH2:2][C@H:3]1[NH:7][C:6](=[O:8])[CH2:5][CH2:4]1.[O:9]1[CH:14]=[CH:13][CH2:12][CH2:11][CH2:10]1.O.CC1C=CC(S(O)(=O)=O)=CC=1.C(=O)([O-])O.[Na+]. (4) Given the product [Cl:1][C:2]1[CH:33]=[CH:32][C:5]2[NH:6][C:7]([CH2:9][O:10][C:11]3[CH:12]=[C:13]([F:31])[C:14]([CH2:19][C:21]4[C:29]5[C:24](=[N:25][CH:26]=[C:27]([CH3:30])[CH:28]=5)[NH:23][CH:22]=4)=[CH:15][C:16]=3[O:17][CH3:18])=[N:8][C:4]=2[CH:3]=1, predict the reactants needed to synthesize it. The reactants are: [Cl:1][C:2]1[CH:33]=[CH:32][C:5]2[NH:6][C:7]([CH2:9][O:10][C:11]3[C:16]([O:17][CH3:18])=[CH:15][C:14]([CH:19]([C:21]4[C:29]5[C:24](=[N:25][CH:26]=[C:27]([CH3:30])[CH:28]=5)[NH:23][CH:22]=4)O)=[C:13]([F:31])[CH:12]=3)=[N:8][C:4]=2[CH:3]=1.ClC1C=CC2NC(COC3C=C(F)C(C(OC)C4C5C(=NC=C(C)C=5)NC=4)=CC=3OC)=NC=2C=1.C([SiH](CC)CC)C.FC(F)(F)C(O)=O. (5) Given the product [CH3:14][C:12]1[O:11][N:10]=[C:9]([CH2:8][N:6]2[CH2:5][CH2:4][NH:3][C@H:2]([CH3:1])[CH2:7]2)[N:13]=1, predict the reactants needed to synthesize it. The reactants are: [CH3:1][C@@H:2]1[CH2:7][N:6]([CH2:8][C:9]2[N:13]=[C:12]([CH3:14])[O:11][N:10]=2)[CH2:5][CH2:4][N:3]1C(OC(C)(C)C)=O.C(O)(C(F)(F)F)=O. (6) Given the product [Br:8][C:9]1[CH:14]=[CH:13][C:12]([N:15]2[C:16](=[O:17])[C:18]3[C:19]([Cl:25])=[N:20][CH:21]=[N:22][C:23]=3[O:28][CH2:27][CH2:26]2)=[CH:11][CH:10]=1, predict the reactants needed to synthesize it. The reactants are: C(N(CC)CC)C.[Br:8][C:9]1[CH:14]=[CH:13][C:12]([N:15]([CH2:26][CH2:27][OH:28])[C:16]([C:18]2[C:19]([Cl:25])=[N:20][CH:21]=[N:22][C:23]=2Cl)=[O:17])=[CH:11][CH:10]=1. (7) Given the product [CH:9]([N:1]1[CH:5]=[C:4]([CH:6]=[O:7])[CH:3]=[N:2]1)([CH3:11])[CH3:10], predict the reactants needed to synthesize it. The reactants are: [NH:1]1[CH:5]=[C:4]([CH:6]=[O:7])[CH:3]=[N:2]1.I[CH:9]([CH3:11])[CH3:10].[H-].[Na+].